Predict the reaction yield, written as a fraction of the theoretical maximum amount of product (1.0 means a 100% yield; for example, 0.34 means a 34% yield). From a dataset of Reaction yield outcomes from USPTO patents with 853,638 reactions. (1) The reactants are [CH2:1]([Mg]Br)[CH2:2][CH2:3][CH2:4][CH2:5][CH2:6][CH2:7][CH2:8][CH2:9][CH3:10].[O:13]1[CH2:17][CH2:16][CH2:15][CH2:14]1. No catalyst specified. The product is [CH3:10][CH2:9][CH2:8][CH2:7][CH2:6][CH2:5][CH2:4][CH2:3][CH2:2][CH2:1][C:14](=[O:13])[CH2:15][CH2:16][CH2:17][CH2:1][CH2:2][CH2:3][CH2:4]/[CH:5]=[CH:6]\[CH2:7][CH2:8][CH2:9][CH2:10][CH2:1][CH2:2][CH2:3][CH3:4]. The yield is 0.930. (2) The yield is 0.890. The product is [OH:1][C:2]1[CH:3]=[CH:4][C:5]([C:8]([CH3:13])([CH3:12])[C:9]([O:11][CH3:19])=[O:10])=[CH:6][CH:7]=1. No catalyst specified. The reactants are [OH:1][C:2]1[CH:7]=[CH:6][C:5]([C:8]([CH3:13])([CH3:12])[C:9]([OH:11])=[O:10])=[CH:4][CH:3]=1.OS(O)(=O)=O.[CH3:19]O. (3) The reactants are C([N:8]1[C:12]2[N:13]=[C:14]([NH:27][C:28]3[CH:35]=[CH:34][C:31]([C:32]#[N:33])=[CH:30][CH:29]=3)[N:15]=[C:16]([NH:17][C:18]3[C:23]([CH3:24])=[CH:22][C:21]([CH3:25])=[CH:20][C:19]=3[CH3:26])[C:11]=2[CH:10]=[CH:9]1)C1C=CC=CC=1.[Cl-].[Al+3].[Cl-].[Cl-]. The catalyst is ClC1C=CC=CC=1Cl. The product is [CH3:26][C:19]1[CH:20]=[C:21]([CH3:25])[CH:22]=[C:23]([CH3:24])[C:18]=1[NH:17][C:16]1[C:11]2[CH:10]=[CH:9][NH:8][C:12]=2[N:13]=[C:14]([NH:27][C:28]2[CH:29]=[CH:30][C:31]([C:32]#[N:33])=[CH:34][CH:35]=2)[N:15]=1. The yield is 0.190. (4) The reactants are [Cl:1][C:2](Cl)([O:4]C(=O)OC(Cl)(Cl)Cl)Cl.N1C=CC=CC=1.[CH3:19][C@H:20]1[CH2:25][CH2:24][CH2:23][C@@H:22]([CH3:26])[NH:21]1.Cl. The catalyst is C(Cl)Cl. The product is [CH3:19][C@H:20]1[CH2:25][CH2:24][CH2:23][C@@H:22]([CH3:26])[N:21]1[C:2]([Cl:1])=[O:4]. The yield is 0.900.